Dataset: Forward reaction prediction with 1.9M reactions from USPTO patents (1976-2016). Task: Predict the product of the given reaction. Given the reactants [Br:1][C:2]1[CH:3]=[CH:4][C:5]([Cl:10])=[C:6]([CH2:8]O)[CH:7]=1.[ClH:11], predict the reaction product. The product is: [Br:1][C:2]1[CH:3]=[CH:4][C:5]([Cl:10])=[C:6]([CH2:8][Cl:11])[CH:7]=1.